This data is from NCI-60 drug combinations with 297,098 pairs across 59 cell lines. The task is: Regression. Given two drug SMILES strings and cell line genomic features, predict the synergy score measuring deviation from expected non-interaction effect. Synergy scores: CSS=-5.29, Synergy_ZIP=0.00911, Synergy_Bliss=-6.12, Synergy_Loewe=-13.6, Synergy_HSA=-10.1. Drug 1: CC12CCC(CC1=CCC3C2CCC4(C3CC=C4C5=CN=CC=C5)C)O. Cell line: A549. Drug 2: CC(C)NC(=O)C1=CC=C(C=C1)CNNC.Cl.